This data is from Forward reaction prediction with 1.9M reactions from USPTO patents (1976-2016). The task is: Predict the product of the given reaction. (1) Given the reactants S([O-])(=O)(=O)C.[N:6]1[C:15]2[C:10](=[CH:11][CH:12]=[CH:13][CH:14]=2)[CH:9]=[N:8][CH:7]=1.C([O-])([O-])=O.[Cs+].[Cs+], predict the reaction product. The product is: [CH2:9]([C:7]1[N:8]=[CH:9][C:10]2[C:15](=[CH:14][CH:13]=[CH:12][CH:11]=2)[N:6]=1)[C:10]1[CH:15]=[CH:14][CH:13]=[CH:12][CH:11]=1. (2) Given the reactants C([O:5][C:6](=[O:43])[C:7]1[CH:12]=[CH:11][CH:10]=[C:9]([CH2:13][CH:14]([NH:28][C:29](=[O:40])[CH2:30][C:31]2[CH:39]=[C:38]3[C:34]([CH:35]=[CH:36][NH:37]3)=[CH:33][CH:32]=2)[B:15]2[O:23]C3C(C)(C4CC(C3)C4(C)C)[O:16]2)[C:8]=1OC)(C)(C)C.B(Cl)(Cl)Cl, predict the reaction product. The product is: [OH:23][B:15]1[C@@H:14]([NH:28][C:29](=[O:40])[CH2:30][C:31]2[CH:39]=[C:38]3[C:34]([CH:35]=[CH:36][NH:37]3)=[CH:33][CH:32]=2)[CH2:13][C:9]2[CH:10]=[CH:11][CH:12]=[C:7]([C:6]([OH:5])=[O:43])[C:8]=2[O:16]1. (3) Given the reactants C([Sn](CCCC)(CCCC)[C:6]1[N:10]([C:11]2[CH:18]=[CH:17][C:14]([C:15]#[N:16])=[CH:13][CH:12]=2)[N:9]=[N:8][CH:7]=1)CCC.[CH3:27][NH:28][C:29]([C:31]1[C:32](=[O:49])[N:33]([C:39]2[CH:44]=[CH:43][CH:42]=[C:41]([C:45]([F:48])([F:47])[F:46])[CH:40]=2)[C:34]([CH3:38])=[C:35](I)[CH:36]=1)=[O:30], predict the reaction product. The product is: [CH3:27][NH:28][C:29]([C:31]1[C:32](=[O:49])[N:33]([C:39]2[CH:44]=[CH:43][CH:42]=[C:41]([C:45]([F:48])([F:46])[F:47])[CH:40]=2)[C:34]([CH3:38])=[C:35]([C:6]2[N:10]([C:11]3[CH:12]=[CH:13][C:14]([C:15]#[N:16])=[CH:17][CH:18]=3)[N:9]=[N:8][CH:7]=2)[CH:36]=1)=[O:30].